Dataset: Forward reaction prediction with 1.9M reactions from USPTO patents (1976-2016). Task: Predict the product of the given reaction. (1) Given the reactants C1C=CC(P(C2C(C3C(P(C4C=CC=CC=4)C4C=CC=CC=4)=CC=C4C=3C=CC=C4)=C3C(C=CC=C3)=CC=2)C2C=CC=CC=2)=CC=1.[C:47]([O:51][C:52]([N:54]1[CH2:59][CH2:58][N:57]([C:60]2[C:65]([CH:66]3[CH2:68][CH2:67]3)=[C:64](Cl)[N:63]=[CH:62][N:61]=2)[CH2:56][CH2:55]1)=[O:53])([CH3:50])([CH3:49])[CH3:48].[C:70](=[NH:83])([C:77]1[CH:82]=[CH:81][CH:80]=[CH:79][CH:78]=1)[C:71]1[CH:76]=[CH:75][CH:74]=[CH:73][CH:72]=1.C1(C)C=CC=CC=1, predict the reaction product. The product is: [C:47]([O:51][C:52]([N:54]1[CH2:59][CH2:58][N:57]([C:60]2[C:65]([CH:66]3[CH2:68][CH2:67]3)=[C:64]([N:83]=[C:70]([C:71]3[CH:76]=[CH:75][CH:74]=[CH:73][CH:72]=3)[C:77]3[CH:82]=[CH:81][CH:80]=[CH:79][CH:78]=3)[N:63]=[CH:62][N:61]=2)[CH2:56][CH2:55]1)=[O:53])([CH3:50])([CH3:49])[CH3:48]. (2) Given the reactants [CH3:1][O:2][CH2:3][CH2:4][O:5][C:6]1[CH:11]=[CH:10][C:9]([NH:12][C:13]2[N:21]=[C:20]3[C:16]([NH:17][C:18](=[O:36])[N:19]3[C:22]3[CH:23]=[C:24]([NH:28]C(=O)OC(C)(C)C)[CH:25]=[CH:26][CH:27]=3)=[CH:15][N:14]=2)=[CH:8][CH:7]=1.C(O)(C(F)(F)F)=O, predict the reaction product. The product is: [NH2:28][C:24]1[CH:23]=[C:22]([N:19]2[C:18](=[O:36])[NH:17][C:16]3[C:20]2=[N:21][C:13]([NH:12][C:9]2[CH:10]=[CH:11][C:6]([O:5][CH2:4][CH2:3][O:2][CH3:1])=[CH:7][CH:8]=2)=[N:14][CH:15]=3)[CH:27]=[CH:26][CH:25]=1. (3) Given the reactants C(OC([N:8]1[CH2:13][CH2:12][NH:11][C:10](=[O:14])[CH2:9]1)=O)(C)(C)C.[C:15]([O:19][C:20]([N:22]1[CH2:27][CH2:26][CH:25]([CH2:28][CH2:29][CH2:30]Br)[CH2:24][CH2:23]1)=[O:21])([CH3:18])([CH3:17])[CH3:16].BrCC1C=C2C(C(Cl)=NC=N2)=CC=1, predict the reaction product. The product is: [C:15]([O:19][C:20]([N:22]1[CH2:27][CH2:26][CH:25]([CH2:28][CH2:29][CH2:30][N:11]2[CH2:12][CH2:13][NH:8][CH2:9][C:10]2=[O:14])[CH2:24][CH2:23]1)=[O:21])([CH3:18])([CH3:17])[CH3:16]. (4) Given the reactants Br[C:2]1[CH:7]=[CH:6][C:5]([C:8]2[N:9]([CH2:17][C@@H:18]3[CH2:22][CH2:21][N:20]([C:23]([CH:25]4[CH2:27][CH2:26]4)=[O:24])[CH2:19]3)[C:10]3[C:11]([N:16]=2)=[N:12][CH:13]=[CH:14][CH:15]=3)=[CH:4][CH:3]=1.CC1(C)C(C)(C)OB([C:36]2[CH:37]=[C:38]3[C:42](=[CH:43][CH:44]=2)[NH:41][CH:40]=[CH:39]3)O1.C(=O)([O-])[O-].[K+].[K+], predict the reaction product. The product is: [CH:25]1([C:23]([N:20]2[CH2:21][CH2:22][C@@H:18]([CH2:17][N:9]3[C:10]4[C:11](=[N:12][CH:13]=[CH:14][CH:15]=4)[N:16]=[C:8]3[C:5]3[CH:6]=[CH:7][C:2]([C:36]4[CH:37]=[C:38]5[C:42](=[CH:43][CH:44]=4)[NH:41][CH:40]=[CH:39]5)=[CH:3][CH:4]=3)[CH2:19]2)=[O:24])[CH2:27][CH2:26]1. (5) Given the reactants [CH3:1][C@@H:2]([O:5][C:6]1[CH:7]=[C:8]([CH:13]=[CH:14][CH:15]=1)[C:9](OC)=[O:10])[CH2:3][CH3:4].[BH4-].[Li+], predict the reaction product. The product is: [CH3:1][C@@H:2]([O:5][C:6]1[CH:7]=[C:8]([CH2:9][OH:10])[CH:13]=[CH:14][CH:15]=1)[CH2:3][CH3:4].